Dataset: Peptide-MHC class I binding affinity with 185,985 pairs from IEDB/IMGT. Task: Regression. Given a peptide amino acid sequence and an MHC pseudo amino acid sequence, predict their binding affinity value. This is MHC class I binding data. (1) The peptide sequence is VMLDWGIEL. The MHC is HLA-B07:02 with pseudo-sequence HLA-B07:02. The binding affinity (normalized) is 0.138. (2) The peptide sequence is MFINDVHAL. The MHC is HLA-B15:09 with pseudo-sequence HLA-B15:09. The binding affinity (normalized) is 0.216. (3) The peptide sequence is AFRNIVNML. The MHC is HLA-C06:02 with pseudo-sequence HLA-C06:02. The binding affinity (normalized) is 0.432. (4) The peptide sequence is YSPTFIKTI. The MHC is Mamu-A01 with pseudo-sequence Mamu-A01. The binding affinity (normalized) is 0.779. (5) The peptide sequence is FVIGGMTGV. The MHC is HLA-A31:01 with pseudo-sequence HLA-A31:01. The binding affinity (normalized) is 0.0847. (6) The peptide sequence is RVYKNYDPR. The MHC is HLA-B15:01 with pseudo-sequence HLA-B15:01. The binding affinity (normalized) is 0.0847. (7) The peptide sequence is FVRTLFQQM. The MHC is HLA-A11:01 with pseudo-sequence HLA-A11:01. The binding affinity (normalized) is 0.0847.